From a dataset of Full USPTO retrosynthesis dataset with 1.9M reactions from patents (1976-2016). Predict the reactants needed to synthesize the given product. (1) Given the product [Cl:20][C:21]1[CH:28]=[CH:27][CH:26]=[C:25]([F:29])[C:22]=1[C:23]1[N:1]=[C:2]2[N:7]=[CH:6][CH:5]=[CH:4][N:3]2[C:9]=1[NH:8][C:10]1[CH:19]=[CH:18][C:13]2[O:14][CH2:15][CH2:16][O:17][C:12]=2[CH:11]=1, predict the reactants needed to synthesize it. The reactants are: [NH2:1][C:2]1[N:7]=[CH:6][CH:5]=[CH:4][N:3]=1.[N+:8]([C:10]1[CH:19]=[CH:18][C:13]2[O:14][CH2:15][CH2:16][O:17][C:12]=2[CH:11]=1)#[C-:9].[Cl:20][C:21]1[CH:28]=[CH:27][CH:26]=[C:25]([F:29])[C:22]=1[CH:23]=O.[Cl-].[In+3].[Cl-].[Cl-]. (2) Given the product [CH:13]([C:10]1[CH:9]=[C:8]([C:15]([O:17][CH3:18])=[O:16])[N:7]([CH2:6][C:5]2[CH:19]=[CH:20][CH:21]=[C:3]([CH2:2][OH:35])[CH:4]=2)[C:11]=1[I:12])=[O:14], predict the reactants needed to synthesize it. The reactants are: Br[CH2:2][C:3]1[CH:4]=[C:5]([CH:19]=[CH:20][CH:21]=1)[CH2:6][N:7]1[C:11]([I:12])=[C:10]([CH:13]=[O:14])[CH:9]=[C:8]1[C:15]([O:17][CH3:18])=[O:16].N1C2C(=CC=CC=2)C(CCCC[OH:35])=C1.C([O-])([O-])=O.[K+].[K+].O. (3) Given the product [N+:5]([CH2:8][CH2:9][C:10]1[CH:15]=[CH:14][C:13]([CH2:16][O:17][C:18]2[CH:23]=[CH:22][CH:21]=[CH:20][CH:19]=2)=[CH:12][CH:11]=1)([O-:7])=[O:6], predict the reactants needed to synthesize it. The reactants are: C(O)(=O)C.[N+:5](/[CH:8]=[CH:9]/[C:10]1[CH:15]=[CH:14][C:13]([CH2:16][O:17][C:18]2[CH:23]=[CH:22][CH:21]=[CH:20][CH:19]=2)=[CH:12][CH:11]=1)([O-:7])=[O:6].[BH4-].[Na+]. (4) Given the product [F:1][C:2]1[CH:3]=[C:4]([CH:44]=[CH:45][CH:46]=1)[CH2:5][CH2:6][N:7]1[CH:11]=[C:10]([C:12]2[C:20]3[C:15](=[N:16][CH:17]=[C:18]([C:21]4[CH:22]=[CH:23][C:24]([O:32][CH3:33])=[C:25]([NH:27][S:28]([CH3:31])(=[O:29])=[O:30])[CH:26]=4)[CH:19]=3)[NH:14][CH:13]=2)[CH:9]=[N:8]1, predict the reactants needed to synthesize it. The reactants are: [F:1][C:2]1[CH:3]=[C:4]([CH:44]=[CH:45][CH:46]=1)[CH2:5][CH2:6][N:7]1[CH:11]=[C:10]([C:12]2[C:20]3[C:15](=[N:16][CH:17]=[C:18]([C:21]4[CH:22]=[CH:23][C:24]([O:32][CH3:33])=[C:25]([NH:27][S:28]([CH3:31])(=[O:30])=[O:29])[CH:26]=4)[CH:19]=3)[N:14](S(C3C=CC(C)=CC=3)(=O)=O)[CH:13]=2)[CH:9]=[N:8]1.[OH-].[Li+]. (5) Given the product [CH3:1][O:2][C:3]1[CH:4]=[CH:5][C:6]([CH2:9][CH2:10][C:11]([O:13][CH2:14][CH3:15])=[O:12])=[CH:7][CH:8]=1, predict the reactants needed to synthesize it. The reactants are: [CH3:1][O:2][C:3]1[CH:8]=[CH:7][C:6]([CH:9]=[CH:10][C:11]([O:13][CH2:14][CH3:15])=[O:12])=[CH:5][CH:4]=1.